Dataset: Catalyst prediction with 721,799 reactions and 888 catalyst types from USPTO. Task: Predict which catalyst facilitates the given reaction. (1) Reactant: [F:1][C:2]([F:25])([F:24])[C:3]([F:23])([C:19]([F:22])([F:21])[F:20])[CH2:4][CH:5]([C:15]([F:18])([F:17])[F:16])[CH2:6][CH:7]([C:11]([F:14])([F:13])[F:12])[CH2:8]CI.C(O)C.N[C:30](N)=[S:31]. Product: [F:23][C:3]([C:2]([F:1])([F:24])[F:25])([C:19]([F:21])([F:22])[F:20])[CH2:4][CH:5]([C:15]([F:16])([F:17])[F:18])[CH2:6][CH:7]([C:11]([F:14])([F:13])[F:12])[CH2:8][CH2:30][SH:31]. The catalyst class is: 6. (2) The catalyst class is: 155. Product: [NH2:1][C:2]1[N:7]=[CH:6][N:5]=[C:4]([NH:8][C@H:9]([C:11]2[N:16]([C:17]3[CH:22]=[CH:21][CH:20]=[CH:19][CH:18]=3)[C:15](=[O:23])[C:14]3=[C:24]([CH3:27])[CH:25]=[CH:26][N:13]3[N:12]=2)[CH3:10])[C:3]=1[C:40]1[CH:41]=[CH:42][CH:43]=[C:38]([S:35]([N:32]2[CH2:33][CH2:34][O:29][CH2:30][CH2:31]2)(=[O:37])=[O:36])[CH:39]=1. Reactant: [NH2:1][C:2]1[N:7]=[CH:6][N:5]=[C:4]([NH:8][C@H:9]([C:11]2[N:16]([C:17]3[CH:22]=[CH:21][CH:20]=[CH:19][CH:18]=3)[C:15](=[O:23])[C:14]3=[C:24]([CH3:27])[CH:25]=[CH:26][N:13]3[N:12]=2)[CH3:10])[C:3]=1Br.[O:29]1[CH2:34][CH2:33][N:32]([S:35]([C:38]2[CH:39]=[C:40](B(O)O)[CH:41]=[CH:42][CH:43]=2)(=[O:37])=[O:36])[CH2:31][CH2:30]1.C(=O)([O-])[O-].[Cs+].[Cs+]. (3) Reactant: [C:1]([C:3]1[CH:4]=[C:5](B(O)O)[CH:6]=[CH:7][CH:8]=1)#[N:2].[Br:12][C:13]1[CH:18]=[CH:17][C:16](I)=[CH:15][CH:14]=1.C(=O)([O-])[O-].[Na+].[Na+]. Product: [Br:12][C:13]1[CH:18]=[CH:17][C:16]([C:5]2[CH:6]=[CH:7][CH:8]=[C:3]([C:1]#[N:2])[CH:4]=2)=[CH:15][CH:14]=1. The catalyst class is: 128. (4) Reactant: [CH2:1]([C:3]1[C:8]([CH:9]=O)=[CH:7][CH:6]=[CH:5][C:4]=1[C:11]1[S:15][C:14]([C:16]2[CH:17]=[CH:18][C:19]([O:24][CH:25]([CH3:27])[CH3:26])=[C:20]([CH:23]=2)[C:21]#[N:22])=[N:13][CH:12]=1)[CH3:2].[NH:28]1[CH2:35][CH2:34][CH2:33][C@H:29]1[C:30]([OH:32])=[O:31].C([BH3-])#N.[Na+]. Product: [C:21]([C:20]1[CH:23]=[C:16]([C:14]2[S:15][C:11]([C:4]3[C:3]([CH2:1][CH3:2])=[C:8]([CH2:9][N:28]4[CH2:35][CH2:34][CH2:33][C@H:29]4[C:30]([OH:32])=[O:31])[CH:7]=[CH:6][CH:5]=3)=[CH:12][N:13]=2)[CH:17]=[CH:18][C:19]=1[O:24][CH:25]([CH3:27])[CH3:26])#[N:22]. The catalyst class is: 8.